This data is from Catalyst prediction with 721,799 reactions and 888 catalyst types from USPTO. The task is: Predict which catalyst facilitates the given reaction. (1) Reactant: [Br:1][C:2]1[CH:7]=[CH:6][C:5]([C:8]2[C:9]([C:25]([O:27]CC)=O)=[C:10]([NH:13]/[CH:14]=[C:15](/[C:23]#[N:24])\C(OC(C)(C)C)=O)[S:11][CH:12]=2)=[CH:4][CH:3]=1.C(#N)C.C(O)(C(F)(F)F)=O. Product: [Br:1][C:2]1[CH:3]=[CH:4][C:5]([C:8]2[C:9]3[C:25](=[O:27])[C:15]([C:23]#[N:24])=[CH:14][NH:13][C:10]=3[S:11][CH:12]=2)=[CH:6][CH:7]=1. The catalyst class is: 6. (2) Reactant: [Br:1][C:2]1[CH:7]=[N:6][C:5]([O:8]C)=[C:4]2[N:10]([S:14]([C:17]3[CH:23]=[CH:22][C:20]([CH3:21])=[CH:19][CH:18]=3)(=[O:16])=[O:15])[C:11]([I:13])=[CH:12][C:3]=12.[I-].[Na+].Cl[Si](C)(C)C.O. Product: [Br:1][C:2]1[C:3]2[CH:12]=[C:11]([I:13])[N:10]([S:14]([C:17]3[CH:23]=[CH:22][C:20]([CH3:21])=[CH:19][CH:18]=3)(=[O:15])=[O:16])[C:4]=2[C:5](=[O:8])[NH:6][CH:7]=1. The catalyst class is: 10. (3) Reactant: [F:1][C:2]1[CH:7]=[CH:6][CH:5]=[C:4]([F:8])[C:3]=1[N:9]1[C:17]2[CH:16]=[CH:15][N:14]=[C:13]([O:18][CH3:19])[C:12]=2[C:11](=[O:20])[NH:10]1.N1C=CC=CC=1.[F:27][C:28]([F:41])([F:40])[S:29](O[S:29]([C:28]([F:41])([F:40])[F:27])(=[O:31])=[O:30])(=[O:31])=[O:30].[Cl-].[NH4+]. Product: [F:27][C:28]([F:41])([F:40])[S:29]([O:20][C:11]1[C:12]2[C:13]([O:18][CH3:19])=[N:14][CH:15]=[CH:16][C:17]=2[N:9]([C:3]2[C:4]([F:8])=[CH:5][CH:6]=[CH:7][C:2]=2[F:1])[N:10]=1)(=[O:31])=[O:30]. The catalyst class is: 10.